From a dataset of Peptide-MHC class I binding affinity with 185,985 pairs from IEDB/IMGT. Regression. Given a peptide amino acid sequence and an MHC pseudo amino acid sequence, predict their binding affinity value. This is MHC class I binding data. (1) The peptide sequence is IIVLIIITSI. The MHC is Mamu-B08 with pseudo-sequence Mamu-B08. The binding affinity (normalized) is 0.0950. (2) The peptide sequence is EEMPLVWDL. The MHC is HLA-A01:01 with pseudo-sequence HLA-A01:01. The binding affinity (normalized) is 0.0847. (3) The peptide sequence is TPSVKVCIV. The MHC is HLA-B07:02 with pseudo-sequence HLA-B07:02. The binding affinity (normalized) is 0.0847.